Predict the reaction yield, written as a fraction of the theoretical maximum amount of product (1.0 means a 100% yield; for example, 0.34 means a 34% yield). From a dataset of Reaction yield outcomes from USPTO patents with 853,638 reactions. (1) The reactants are [CH3:1][N:2]([CH2:4][C:5]1[CH:10]=[CH:9][C:8]([C:11]2[CH:16]=[CH:15][CH:14]=[C:13]([N:17]3[C:22]4[N:23]=[CH:24][C:25]([F:27])=[CH:26][C:21]=4[C:20](=[O:28])[N:19]([C@@H:29]4[CH2:34][CH2:33][C@H:32]([NH:35]C(=O)OC(C)(C)C)[CH2:31][CH2:30]4)[C:18]3=[O:43])[CH:12]=2)=[CH:7][CH:6]=1)[CH3:3].[ClH:44].C(OCC)C. The catalyst is O1CCOCC1. The product is [ClH:44].[ClH:44].[NH2:35][C@@H:32]1[CH2:33][CH2:34][C@H:29]([N:19]2[C:20](=[O:28])[C:21]3[CH:26]=[C:25]([F:27])[CH:24]=[N:23][C:22]=3[N:17]([C:13]3[CH:12]=[C:11]([C:8]4[CH:7]=[CH:6][C:5]([CH2:4][N:2]([CH3:1])[CH3:3])=[CH:10][CH:9]=4)[CH:16]=[CH:15][CH:14]=3)[C:18]2=[O:43])[CH2:30][CH2:31]1. The yield is 0.930. (2) The reactants are [Cl:1][C:2]1[CH:7]=[C:6]([Cl:8])[N:5]=[C:4](I)[N:3]=1.[CH:10]([NH:13][C:14](=[O:32])[CH2:15][O:16][C:17]1[CH:22]=[CH:21][CH:20]=[C:19](B2OC(C)(C)C(C)(C)O2)[CH:18]=1)([CH3:12])[CH3:11].C([O-])([O-])=O.[Na+].[Na+]. The catalyst is COCCOC.O.C1C=CC([P]([Pd]([P](C2C=CC=CC=2)(C2C=CC=CC=2)C2C=CC=CC=2)([P](C2C=CC=CC=2)(C2C=CC=CC=2)C2C=CC=CC=2)[P](C2C=CC=CC=2)(C2C=CC=CC=2)C2C=CC=CC=2)(C2C=CC=CC=2)C2C=CC=CC=2)=CC=1. The product is [Cl:1][C:2]1[CH:7]=[C:6]([Cl:8])[N:5]=[C:4]([C:19]2[CH:18]=[C:17]([CH:22]=[CH:21][CH:20]=2)[O:16][CH2:15][C:14]([NH:13][CH:10]([CH3:11])[CH3:12])=[O:32])[N:3]=1. The yield is 0.520.